From a dataset of Catalyst prediction with 721,799 reactions and 888 catalyst types from USPTO. Predict which catalyst facilitates the given reaction. (1) Reactant: [C:1]([C:5]1[O:9][N:8]=[C:7]([C:10]2[CH:25]=[CH:24][C:13]3[O:14][C:15]4[CH:20]=[C:19]([N+:21]([O-])=O)[CH:18]=[CH:17][C:16]=4[C:12]=3[CH:11]=2)[N:6]=1)([CH3:4])([CH3:3])[CH3:2]. Product: [C:1]([C:5]1[O:9][N:8]=[C:7]([C:10]2[CH:25]=[CH:24][C:13]3[O:14][C:15]4[CH:20]=[C:19]([NH2:21])[CH:18]=[CH:17][C:16]=4[C:12]=3[CH:11]=2)[N:6]=1)([CH3:4])([CH3:2])[CH3:3]. The catalyst class is: 19. (2) Reactant: [F:1][C:2]([F:40])([F:39])[C:3]1[CH:4]=[C:5]([C@H:13]2[O:17][C:16](=[O:18])[N:15]([CH2:19][C:20]3[CH2:25][C:24]([CH3:27])([CH3:26])[CH2:23][CH2:22][C:21]=3[C:28]3[CH:29]=[C:30]([CH:33]=[CH:34][C:35]=3[O:36][CH3:37])[CH:31]=O)[C@H:14]2[CH3:38])[CH:6]=[C:7]([C:9]([F:12])([F:11])[F:10])[CH:8]=1.[F:41][C:42]([F:46])([F:45])[CH2:43][NH2:44].C([BH3-])#N.[Na+].[C:51](O)(=[O:53])[CH3:52].C(=O)([O-])O.[Na+].C(N(C(C)C)CC)(C)C.C(Cl)(=O)C. Product: [F:40][C:2]([F:39])([F:1])[C:3]1[CH:4]=[C:5]([C@H:13]2[O:17][C:16](=[O:18])[N:15]([CH2:19][C:20]3[CH2:25][C:24]([CH3:26])([CH3:27])[CH2:23][CH2:22][C:21]=3[C:28]3[CH:29]=[C:30]([CH:33]=[CH:34][C:35]=3[O:36][CH3:37])[CH2:31][N:44]([CH2:43][C:42]([F:46])([F:45])[F:41])[C:51](=[O:53])[CH3:52])[C@H:14]2[CH3:38])[CH:6]=[C:7]([C:9]([F:11])([F:10])[F:12])[CH:8]=1. The catalyst class is: 2. (3) Reactant: [C:1]([C:3]1[CH:8]=[CH:7][N:6]=[C:5]([NH:9][C@H:10]2[CH2:15][N:14](C(OCC3C=CC=CC=3)=O)[C@H:13]([CH3:26])[CH2:12][CH2:11]2)[C:4]=1[CH3:27])#[N:2]. Product: [CH3:27][C:4]1[C:5]([NH:9][C@@H:10]2[CH2:11][CH2:12][C@@H:13]([CH3:26])[NH:14][CH2:15]2)=[N:6][CH:7]=[CH:8][C:3]=1[C:1]#[N:2]. The catalyst class is: 50. (4) Reactant: C[C:2]1([CH3:9])[O:6][C@H:5]([CH2:7][OH:8])[CH2:4][O:3]1.[OH-].[K+].[CH2:12](Br)[CH2:13][CH2:14][CH2:15][CH2:16][CH2:17][CH2:18][CH2:19][CH2:20][CH2:21][CH2:22][CH2:23][CH2:24][CH2:25]CC.O. Product: [CH2:2]([O:3][CH2:4][C@H:5]([CH2:7][OH:8])[OH:6])[CH2:9][CH2:25][CH2:24][CH2:23][CH2:22][CH2:21][CH2:20][CH2:19][CH2:18][CH2:17][CH2:16][CH2:15][CH2:14][CH2:13][CH3:12]. The catalyst class is: 11.